This data is from Forward reaction prediction with 1.9M reactions from USPTO patents (1976-2016). The task is: Predict the product of the given reaction. Given the reactants [NH2:1][C:2]1[CH:3]=[C:4]([CH:8]=[CH:9][C:10]=1[C:11]([CH3:14])([CH3:13])[CH3:12])[C:5](O)=[O:6].[H-].[Al+3].[Li+].[H-].[H-].[H-], predict the reaction product. The product is: [NH2:1][C:2]1[CH:3]=[C:4]([CH:8]=[CH:9][C:10]=1[C:11]([CH3:14])([CH3:13])[CH3:12])[CH2:5][OH:6].